The task is: Predict the reaction yield, written as a fraction of the theoretical maximum amount of product (1.0 means a 100% yield; for example, 0.34 means a 34% yield).. This data is from Reaction yield outcomes from USPTO patents with 853,638 reactions. (1) The reactants are [C:1]1(B(O)O)[CH:6]=[CH:5][CH:4]=[CH:3][CH:2]=1.Br[C:11]1[N:16]=[CH:15][C:14]([C:17]2[N:26]([C:27]3[CH:32]=[CH:31][C:30]([CH:33]([CH2:35][CH3:36])[CH3:34])=[CH:29][CH:28]=3)[C:25](=[O:37])[C:24]3[C:19](=[CH:20][CH:21]=[CH:22][CH:23]=3)[N:18]=2)=[CH:13][CH:12]=1. The catalyst is C([O-])([O-])=O.[Na+].[Na+].COCCOC.C1C=CC([P]([Pd]([P](C2C=CC=CC=2)(C2C=CC=CC=2)C2C=CC=CC=2)([P](C2C=CC=CC=2)(C2C=CC=CC=2)C2C=CC=CC=2)[P](C2C=CC=CC=2)(C2C=CC=CC=2)C2C=CC=CC=2)(C2C=CC=CC=2)C2C=CC=CC=2)=CC=1. The product is [CH:33]([C:30]1[CH:29]=[CH:28][C:27]([N:26]2[C:25](=[O:37])[C:24]3[C:19](=[CH:20][CH:21]=[CH:22][CH:23]=3)[N:18]=[C:17]2[C:14]2[CH:15]=[N:16][CH:11]=[C:12]([C:1]3[CH:6]=[CH:5][CH:4]=[CH:3][CH:2]=3)[CH:13]=2)=[CH:32][CH:31]=1)([CH2:35][CH3:36])[CH3:34]. The yield is 0.460. (2) The reactants are C([O:3][C:4]([C:6]1[S:10][C:9]([CH3:11])=[N:8][C:7]=1[C:12]1[CH:17]=[CH:16][CH:15]=[CH:14][C:13]=1[CH3:18])=[O:5])C.[OH-].[K+]. The catalyst is CO. The product is [CH3:11][C:9]1[S:10][C:6]([C:4]([OH:5])=[O:3])=[C:7]([C:12]2[CH:17]=[CH:16][CH:15]=[CH:14][C:13]=2[CH3:18])[N:8]=1. The yield is 0.810. (3) The reactants are [CH2:1]([S:8][C:9]1[C:10]([O:21][CH3:22])=[C:11](C(O)=O)[S:12][C:13]=1[C:14]([F:17])([F:16])[F:15])[C:2]1[CH:7]=[CH:6][CH:5]=[CH:4][CH:3]=1. The catalyst is N1C2C(=CC=CC=2)C=CC=1.[Cu]. The product is [CH2:1]([S:8][C:9]1[C:10]([O:21][CH3:22])=[CH:11][S:12][C:13]=1[C:14]([F:17])([F:16])[F:15])[C:2]1[CH:3]=[CH:4][CH:5]=[CH:6][CH:7]=1. The yield is 0.710. (4) The reactants are Cl[CH:2]([C:12]1[CH:17]=[CH:16][C:15]([S:18]([C:21]2[CH:26]=[CH:25][CH:24]=[CH:23][CH:22]=2)(=[O:20])=[O:19])=[CH:14][N:13]=1)[CH2:3][C:4]1[CH:9]=[CH:8][C:7]([F:10])=[CH:6][C:5]=1[F:11].[OH-:27].[K+].[CH3:29]O. The catalyst is O. The product is [F:11][C:5]1[CH:6]=[C:7]([F:10])[CH:8]=[CH:9][C:4]=1[CH2:3][CH2:2][C:12]1[N:13]=[C:14]([O:27][CH3:29])[C:15]([S:18]([C:21]2[CH:26]=[CH:25][CH:24]=[CH:23][CH:22]=2)(=[O:20])=[O:19])=[CH:16][CH:17]=1. The yield is 0.720. (5) The catalyst is C1COCC1. The yield is 0.0420. The reactants are [H-].[Na+].[CH3:3][N:4]1[CH2:8][CH2:7][CH2:6][C@H:5]1[CH2:9][OH:10].[CH:11]([CH:14]1[C:19]2[N:20]=[CH:21][NH:22][C:18]=2[CH2:17][CH2:16][N:15]1[C:23](OCC(Cl)(Cl)Cl)=[O:24])([CH3:13])[CH3:12]. The product is [CH:11]([CH:14]1[C:19]2[N:20]=[CH:21][NH:22][C:18]=2[CH2:17][CH2:16][N:15]1[C:23]([O:10][CH2:9][C@@H:5]1[CH2:6][CH2:7][CH2:8][N:4]1[CH3:3])=[O:24])([CH3:13])[CH3:12]. (6) The reactants are [CH3:1][N:2]([C:6]1[CH:11]=[CH:10][C:9]([N+:12]([O-])=O)=[CH:8][N:7]=1)[CH2:3][CH2:4][OH:5]. The catalyst is C(OCC)(=O)C. The product is [NH2:12][C:9]1[CH:10]=[CH:11][C:6]([N:2]([CH3:1])[CH2:3][CH2:4][OH:5])=[N:7][CH:8]=1. The yield is 0.0800.